Dataset: Full USPTO retrosynthesis dataset with 1.9M reactions from patents (1976-2016). Task: Predict the reactants needed to synthesize the given product. (1) The reactants are: [N:1]1([C:7]2[C:15]3[C:10](=[CH:11][C:12]([C:16]([OH:18])=O)=[CH:13][CH:14]=3)[N:9]([C:19]3[CH:23]=[CH:22][S:21][CH:20]=3)[N:8]=2)[CH2:6][CH2:5][O:4][CH2:3][CH2:2]1.Cl.[CH3:25][C:26]1[N:30]=[C:29]([C@H:31]([NH2:33])[CH3:32])[O:28][N:27]=1.CN1CCOCC1.ON1C2N=CC=CC=2N=N1. Given the product [CH3:25][C:26]1[N:30]=[C:29]([C@H:31]([NH:33][C:16]([C:12]2[CH:11]=[C:10]3[C:15]([C:7]([N:1]4[CH2:2][CH2:3][O:4][CH2:5][CH2:6]4)=[N:8][N:9]3[C:19]3[CH:23]=[CH:22][S:21][CH:20]=3)=[CH:14][CH:13]=2)=[O:18])[CH3:32])[O:28][N:27]=1, predict the reactants needed to synthesize it. (2) Given the product [CH3:24][C:2]([CH3:1])([CH3:25])[CH2:3][N:4]1[C:12]2[C:7](=[N:8][C:9]([CH:13]3[CH:15]([CH3:16])[CH:14]3[CH2:17][OH:18])=[CH:10][CH:11]=2)[N:6]([CH3:22])[C:5]1=[O:23], predict the reactants needed to synthesize it. The reactants are: [CH3:1][C:2]([CH3:25])([CH3:24])[CH2:3][N:4]1[C:12]2[C:7](=[N:8][C:9]([CH:13]3[CH:15]([CH3:16])[CH:14]3[C:17](OCC)=[O:18])=[CH:10][CH:11]=2)[N:6]([CH3:22])[C:5]1=[O:23].CC(C[AlH]CC(C)C)C. (3) Given the product [C:26]([C:21]1[CH:20]=[C:19]([C:10]2[CH:11]=[C:12]([C:14]([O:16][CH2:17][CH3:18])=[O:15])[O:13][C:9]=2[C:4]2[CH:5]=[CH:6][CH:7]=[C:2]([C:40]#[N:41])[CH:3]=2)[CH:24]=[C:23]([F:25])[CH:22]=1)#[N:27], predict the reactants needed to synthesize it. The reactants are: Cl[C:2]1[CH:3]=[C:4]([C:9]2[O:13][C:12]([C:14]([O:16][CH2:17][CH3:18])=[O:15])=[CH:11][C:10]=2[C:19]2[CH:24]=[C:23]([F:25])[CH:22]=[C:21]([C:26]#[N:27])[CH:20]=2)[CH:5]=[CH:6][C:7]=1F.BrC1C=C(C(OCC)=O)OC=1C1C=CC=C([C:40]#[N:41])C=1. (4) Given the product [O:17]1[C:21]2[CH:22]=[CH:23][CH:24]=[CH:25][C:20]=2[CH:19]=[C:18]1[C:26]1[N:30]2[N:31]=[C:32]([O:8][CH:7]([C:9]3[CH:10]=[CH:11][CH:12]=[CH:13][CH:14]=3)[CH2:6][NH:5][CH2:1][CH:2]([CH3:4])[CH3:3])[CH:33]=[CH:34][C:29]2=[N:28][CH:27]=1, predict the reactants needed to synthesize it. The reactants are: [CH2:1]([NH:5][CH2:6][CH:7]([C:9]1[CH:14]=[CH:13][CH:12]=[CH:11][CH:10]=1)[OH:8])[CH:2]([CH3:4])[CH3:3].[H-].[Na+].[O:17]1[C:21]2[CH:22]=[CH:23][CH:24]=[CH:25][C:20]=2[CH:19]=[C:18]1[C:26]1[N:30]2[N:31]=[C:32](Cl)[CH:33]=[CH:34][C:29]2=[N:28][CH:27]=1.